From a dataset of NCI-60 drug combinations with 297,098 pairs across 59 cell lines. Regression. Given two drug SMILES strings and cell line genomic features, predict the synergy score measuring deviation from expected non-interaction effect. (1) Drug 1: CN(C)N=NC1=C(NC=N1)C(=O)N. Drug 2: CCCS(=O)(=O)NC1=C(C(=C(C=C1)F)C(=O)C2=CNC3=C2C=C(C=N3)C4=CC=C(C=C4)Cl)F. Cell line: M14. Synergy scores: CSS=18.5, Synergy_ZIP=-4.85, Synergy_Bliss=-9.60, Synergy_Loewe=-45.1, Synergy_HSA=-12.2. (2) Drug 2: CN(C(=O)NC(C=O)C(C(C(CO)O)O)O)N=O. Synergy scores: CSS=6.58, Synergy_ZIP=-3.58, Synergy_Bliss=3.47, Synergy_Loewe=-12.8, Synergy_HSA=-1.65. Drug 1: C1=NC2=C(N=C(N=C2N1C3C(C(C(O3)CO)O)O)F)N. Cell line: CAKI-1. (3) Drug 1: CC1=C(C=C(C=C1)NC2=NC=CC(=N2)N(C)C3=CC4=NN(C(=C4C=C3)C)C)S(=O)(=O)N.Cl. Drug 2: CC1=C2C(C(=O)C3(C(CC4C(C3C(C(C2(C)C)(CC1OC(=O)C(C(C5=CC=CC=C5)NC(=O)C6=CC=CC=C6)O)O)OC(=O)C7=CC=CC=C7)(CO4)OC(=O)C)O)C)OC(=O)C. Cell line: HOP-62. Synergy scores: CSS=36.4, Synergy_ZIP=-3.33, Synergy_Bliss=2.39, Synergy_Loewe=-24.4, Synergy_HSA=1.53.